Dataset: Catalyst prediction with 721,799 reactions and 888 catalyst types from USPTO. Task: Predict which catalyst facilitates the given reaction. (1) Reactant: Br[CH2:2][CH2:3][O:4][C:5]1[CH:10]=[CH:9][C:8]([N+:11]([O-:13])=[O:12])=[CH:7][C:6]=1[O:14][CH3:15].[CH2:16]([N:18](CC)[CH2:19][CH3:20])[CH3:17].CN(C=[O:27])C. Product: [CH3:15][O:14][C:6]1[CH:7]=[C:8]([N+:11]([O-:13])=[O:12])[CH:9]=[CH:10][C:5]=1[O:4][CH2:3][CH2:2][N:18]1[CH2:19][CH2:20][CH:17]([OH:27])[CH2:16]1. The catalyst class is: 25. (2) Reactant: C(OC([N:11]1[CH:16]2[CH2:17][CH2:18][CH:12]1[CH2:13][CH:14]([C:19]1[CH:23]=[C:22]([C:24]3[CH:29]=[CH:28][C:27]([O:30][CH3:31])=[CH:26][CH:25]=3)[N:21]([C:32]3[CH:37]=[CH:36][C:35]([O:38][CH3:39])=[CH:34][CH:33]=3)[N:20]=1)[CH2:15]2)=O)C1C=CC=CC=1. Product: [CH3:39][O:38][C:35]1[CH:34]=[CH:33][C:32]([N:21]2[C:22]([C:24]3[CH:29]=[CH:28][C:27]([O:30][CH3:31])=[CH:26][CH:25]=3)=[CH:23][C:19]([CH:14]3[CH2:15][CH:16]4[NH:11][CH:12]([CH2:18][CH2:17]4)[CH2:13]3)=[N:20]2)=[CH:37][CH:36]=1. The catalyst class is: 125. (3) Reactant: O1CCCC1.[CH2:6]([NH:13][C:14]1[CH:19]=[CH:18][C:17]([CH2:20][C:21](Cl)=[N:22][OH:23])=[CH:16][CH:15]=1)[C:7]1[CH:12]=[CH:11][CH:10]=[CH:9][CH:8]=1.[C:25]([C:27]1[C:28]([NH2:33])=[N:29][CH:30]=[CH:31][CH:32]=1)#[CH:26].C(N(CC)CC)C. Product: [CH2:6]([NH:13][C:14]1[CH:19]=[CH:18][C:17]([CH2:20][C:21]2[CH:26]=[C:25]([C:27]3[C:28]([NH2:33])=[N:29][CH:30]=[CH:31][CH:32]=3)[O:23][N:22]=2)=[CH:16][CH:15]=1)[C:7]1[CH:12]=[CH:11][CH:10]=[CH:9][CH:8]=1. The catalyst class is: 6. (4) Reactant: [CH3:1][Si]([N-][Si](C)(C)C)(C)C.[Li+].[CH:11]([C:13]1[CH:14]=[C:15]([CH:20]=[CH:21][C:22]=1[OH:23])[C:16]([O:18][CH3:19])=[O:17])=O.Cl. Product: [OH:23][C:22]1[CH:21]=[CH:20][C:15]([C:16]([O:18][CH3:19])=[O:17])=[CH:14][C:13]=1[CH:11]=[CH2:1]. The catalyst class is: 1. (5) Reactant: [CH3:1][C@H:2]1[CH2:11][C:9](=[O:10])[C:5](=[C:6]([CH3:8])[CH3:7])[CH2:4][CH2:3]1.CC([O-])(C)C.[K+].[H][H]. Product: [CH3:1][CH:2]1[CH2:11][CH:9]([OH:10])[C:5](=[C:6]([CH3:7])[CH3:8])[CH2:4][CH2:3]1. The catalyst class is: 41. (6) Reactant: [Br:1][CH2:2][C:3]1[CH:11]=[CH:10][C:6]([C:7](O)=[O:8])=[C:5]([F:12])[CH:4]=1. Product: [Br:1][CH2:2][C:3]1[CH:11]=[CH:10][C:6]([CH2:7][OH:8])=[C:5]([F:12])[CH:4]=1. The catalyst class is: 1.